From a dataset of B-cell epitopes from IEDB database with 3,159 antigens for binding position prediction. Token-level Classification. Given an antigen amino acid sequence, predict which amino acid positions are active epitope sites capable of antibody binding. Output is a list of indices for active positions. Given the antigen sequence: SLQALPVGNPAEPSLMIDGILWEGFGGDPCDPCTTWCDAISMRMGYYGDFVFDRVLKTDVNKEFQMGAAPTTSDVAGLQNDPTTNVARPNPAYGKHMQDAEMFTNAAYMALNIWDRFDVFCTLGATTGYLKGNSASFNLVGLFGTKTQASSFNTANLFPNTALNQAVVELYTDTTFAWSVGARAALWECGCATLGASFQYAQSKPKVEELNVLCNASEFTINKPKGYVGAEFPLDITAGTEAATGTKDASIDYHEWQASLALSYRLNMFTPYIGVKWSRVSFDADTIRIAQPKLAEAILDVTTLNPTIAGKGTVVASGSENDLADTMQIVSLQ, which amino acid positions are active epitope sites? The epitope positions are: [74, 75, 76, 77, 78, 79]. The amino acids at these positions are: VAGLQN.